From a dataset of HIV replication inhibition screening data with 41,000+ compounds from the AIDS Antiviral Screen. Binary Classification. Given a drug SMILES string, predict its activity (active/inactive) in a high-throughput screening assay against a specified biological target. (1) The result is 0 (inactive). The compound is COc1cc2c(cc1O)C(CSC)Cc1cc(OC)c(OC)cc1N(C)CCC2. (2) The compound is CC(C)OC(=O)c1cc(NC(=S)OC(C)C)ccc1Cl. The result is 1 (active). (3) The compound is Cc1cccc(N=Nc2c(C)nn(C(=O)c3ccccc3Cl)c2C)c1. The result is 0 (inactive). (4) The molecule is N#Cc1nc(CCCN2C(=O)c3ccccc3C2=O)oc1N. The result is 0 (inactive). (5) The molecule is O=C(O)Cc1cc(=O)oc2cc(O)ccc12. The result is 0 (inactive).